Dataset: Full USPTO retrosynthesis dataset with 1.9M reactions from patents (1976-2016). Task: Predict the reactants needed to synthesize the given product. (1) Given the product [CH3:23][N:3]1[C:4]2[C:9](=[CH:8][CH:7]=[CH:6][N:5]=2)[CH:10]=[C:11]([C:12]([O:14][CH2:15][CH3:16])=[O:13])[C:2]1=[O:1], predict the reactants needed to synthesize it. The reactants are: [O:1]=[C:2]1[C:11]([C:12]([O:14][CH2:15][CH3:16])=[O:13])=[CH:10][C:9]2[C:4](=[N:5][CH:6]=[CH:7][CH:8]=2)[NH:3]1.[H-].[Na+].[Br-].[Li+].IC.[C:23](O)(=O)CC(CC(O)=O)(C(O)=O)O. (2) Given the product [CH3:1][O:2][C:3]1[CH:8]=[CH:7][C:6]2[C:9]3([CH2:19][O:20][C:5]=2[CH:4]=1)[C:17]1[C:12](=[CH:13][CH:14]=[CH:15][CH:16]=1)[N:11]([CH2:40][CH:41]1[CH2:36][CH2:37][O:42][CH2:34][CH2:33]1)[C:10]3=[O:18], predict the reactants needed to synthesize it. The reactants are: [CH3:1][O:2][C:3]1[CH:8]=[CH:7][C:6]2[C:9]3([CH2:19][O:20][C:5]=2[CH:4]=1)[C:17]1[C:12](=[CH:13][CH:14]=[CH:15][CH:16]=1)[NH:11][C:10]3=[O:18].CC1C2C=C3[C:33]4([C:41]5[C:36](=[CH:37]C=C[CH:40]=5)N[C:34]4=[O:42])COC3=CC=2ON=1.BrCC1CCOCC1.BrCC1OC(C(F)(F)F)=CC=1.